This data is from Forward reaction prediction with 1.9M reactions from USPTO patents (1976-2016). The task is: Predict the product of the given reaction. (1) Given the reactants Cl[C:2]1[N:3]=[CH:4][C:5]2[C:10]([CH3:12])([CH3:11])[C:9](=[O:13])[N:8]([CH:14]([CH2:17][CH3:18])[CH2:15][CH3:16])[C:6]=2[N:7]=1.[NH2:19][C:20]1[CH:25]=[CH:24][C:23]([N:26]2[CH2:31][CH2:30][N:29]([C:32](=[O:34])[CH3:33])[CH2:28][CH2:27]2)=[CH:22][CH:21]=1.C1(C)C=CC(S(O)(=O)=O)=CC=1, predict the reaction product. The product is: [C:32]([N:29]1[CH2:28][CH2:27][N:26]([C:23]2[CH:24]=[CH:25][C:20]([NH:19][C:2]3[N:3]=[CH:4][C:5]4[C:10]([CH3:12])([CH3:11])[C:9](=[O:13])[N:8]([CH:14]([CH2:17][CH3:18])[CH2:15][CH3:16])[C:6]=4[N:7]=3)=[CH:21][CH:22]=2)[CH2:31][CH2:30]1)(=[O:34])[CH3:33]. (2) The product is: [NH2:34][C:16]1[N:17]=[C:18]([C:19]2[CH:24]=[CH:23][C:22]([F:25])=[CH:21][C:20]=2[CH3:26])[C:13]2[CH:12]=[CH:11][C:10](=[O:31])[N:9]([C:3]3[C:2]([F:1])=[CH:7][CH:6]=[CH:5][C:4]=3[F:8])[C:14]=2[N:15]=1. Given the reactants [F:1][C:2]1[CH:7]=[CH:6][CH:5]=[C:4]([F:8])[C:3]=1[N:9]1[C:14]2[N:15]=[C:16](S(C)(=O)=O)[N:17]=[C:18]([C:19]3[CH:24]=[CH:23][C:22]([F:25])=[CH:21][C:20]=3[CH3:26])[C:13]=2[CH:12]=[CH:11][C:10]1=[O:31].C([N:34](CC)CC)C.N, predict the reaction product.